Dataset: Peptide-MHC class II binding affinity with 134,281 pairs from IEDB. Task: Regression. Given a peptide amino acid sequence and an MHC pseudo amino acid sequence, predict their binding affinity value. This is MHC class II binding data. (1) The binding affinity (normalized) is 0.483. The peptide sequence is IVYIKPAKNIYSFNE. The MHC is DRB3_0101 with pseudo-sequence DRB3_0101. (2) The peptide sequence is EKKYAAATQFEPLAA. The MHC is HLA-DPA10201-DPB10101 with pseudo-sequence HLA-DPA10201-DPB10101. The binding affinity (normalized) is 0.738. (3) The peptide sequence is ESHGVAAVLFAATAA. The MHC is DRB1_0901 with pseudo-sequence DRB1_0901. The binding affinity (normalized) is 0.496. (4) The peptide sequence is LQSLGADIASEQAVL. The MHC is DRB1_0802 with pseudo-sequence DRB1_0802. The binding affinity (normalized) is 0.106. (5) The peptide sequence is KIDAAFKVAATAAAT. The MHC is DRB4_0101 with pseudo-sequence DRB4_0103. The binding affinity (normalized) is 0.395. (6) The MHC is DRB4_0101 with pseudo-sequence DRB4_0103. The binding affinity (normalized) is 1.00. The peptide sequence is VLKSLTRIMDFIIYR. (7) The peptide sequence is AAATAGTTVYGAFAH. The MHC is HLA-DPA10103-DPB10601 with pseudo-sequence HLA-DPA10103-DPB10601. The binding affinity (normalized) is 0.0790. (8) The peptide sequence is LIDDVIAILPVDELY. The MHC is DRB1_1302 with pseudo-sequence DRB1_1302. The binding affinity (normalized) is 0.410. (9) The peptide sequence is PRGGPGRSYAADAGY. The MHC is HLA-DPA10301-DPB10402 with pseudo-sequence HLA-DPA10301-DPB10402. The binding affinity (normalized) is 0. (10) The binding affinity (normalized) is 0. The MHC is DRB4_0101 with pseudo-sequence DRB4_0103. The peptide sequence is NLLWKQIANELNYIL.